This data is from Reaction yield outcomes from USPTO patents with 853,638 reactions. The task is: Predict the reaction yield, written as a fraction of the theoretical maximum amount of product (1.0 means a 100% yield; for example, 0.34 means a 34% yield). (1) The reactants are [N:1]1([C:7]2[N:12]=[C:11]([NH:13][C:14]3[CH:19]=[CH:18][C:17]([CH3:20])=[CH:16][CH:15]=3)[CH:10]=[C:9]([CH2:21][CH2:22][CH3:23])[N:8]=2)[CH2:6][CH2:5][NH:4][CH2:3][CH2:2]1.N1C=CC=CC=1.[CH3:30][O:31][C:32]1[CH:37]=[CH:36][C:35]([S:38](Cl)(=[O:40])=[O:39])=[CH:34][CH:33]=1. The catalyst is C(Cl)Cl. The product is [CH3:30][O:31][C:32]1[CH:33]=[CH:34][C:35]([S:38]([N:4]2[CH2:3][CH2:2][N:1]([C:7]3[N:12]=[C:11]([NH:13][C:14]4[CH:19]=[CH:18][C:17]([CH3:20])=[CH:16][CH:15]=4)[CH:10]=[C:9]([CH2:21][CH2:22][CH3:23])[N:8]=3)[CH2:6][CH2:5]2)(=[O:40])=[O:39])=[CH:36][CH:37]=1. The yield is 0.390. (2) The reactants are [F:1][C:2]1[CH:7]=[C:6]([O:8][CH2:9][C:10]2[CH:15]=[CH:14][C:13]([CH:16](O)[CH2:17][CH2:18][CH3:19])=[CH:12][CH:11]=2)[CH:5]=[CH:4][C:3]=1[CH2:21][CH2:22][C:23]([O:25][CH2:26][CH3:27])=[O:24].[SH:28][C:29]1[S:30][CH:31]=[C:32]([C:34]2[CH:39]=[CH:38][CH:37]=[CH:36][CH:35]=2)[N:33]=1.C1(P(C2C=CC=CC=2)C2C=CC=CC=2)C=CC=CC=1.N(C(OCC)=O)=NC(OCC)=O. The catalyst is C1(C)C=CC=CC=1. The product is [F:1][C:2]1[CH:7]=[C:6]([O:8][CH2:9][C:10]2[CH:15]=[CH:14][C:13]([CH:16]([S:28][C:29]3[S:30][CH:31]=[C:32]([C:34]4[CH:39]=[CH:38][CH:37]=[CH:36][CH:35]=4)[N:33]=3)[CH2:17][CH2:18][CH3:19])=[CH:12][CH:11]=2)[CH:5]=[CH:4][C:3]=1[CH2:21][CH2:22][C:23]([O:25][CH2:26][CH3:27])=[O:24]. The yield is 0.760.